This data is from Reaction yield outcomes from USPTO patents with 853,638 reactions. The task is: Predict the reaction yield, written as a fraction of the theoretical maximum amount of product (1.0 means a 100% yield; for example, 0.34 means a 34% yield). (1) The reactants are Br[C:2]1[CH:3]=[N:4][C:5]([Cl:8])=[N:6][CH:7]=1.[C:9]([O:13][CH2:14][CH3:15])(=[O:12])[CH:10]=[CH2:11].C1(C)C=CC=CC=1P(C1C=CC=CC=1C)C1C=CC=CC=1C. The catalyst is CN(C)C=O.C(N(C(C)C)CC)(C)C.[Cl-].[Na+].O.C([O-])(=O)C.C([O-])(=O)C.[Pd+2]. The product is [Cl:8][C:5]1[N:4]=[CH:3][C:2](/[CH:11]=[CH:10]/[C:9]([O:13][CH2:14][CH3:15])=[O:12])=[CH:7][N:6]=1. The yield is 0.730. (2) The reactants are Br[CH2:2][CH2:3][O:4][C@H:5]1[C@H:9]([OH:10])[CH2:8][N:7]([C:11]([O:13][CH2:14][C:15]2[CH:20]=[CH:19][CH:18]=[CH:17][CH:16]=2)=[O:12])[CH2:6]1.[OH-].[K+]. The yield is 0.733. The catalyst is CCO. The product is [O:4]1[C@@H:5]2[CH2:6][N:7]([C:11]([O:13][CH2:14][C:15]3[CH:20]=[CH:19][CH:18]=[CH:17][CH:16]=3)=[O:12])[CH2:8][C@H:9]2[O:10][CH2:2][CH2:3]1. (3) The reactants are [C:1]([O-:4])(O)=[O:2].[Na+].[CH:6]1([C:11]([C:13]2[CH:18]=[C:17]([CH3:19])[CH:16]=[CH:15][C:14]=2[NH:20][C:21]([NH:23][C:24]2[S:25][C:26]([CH:29]=O)=[CH:27][N:28]=2)=[O:22])=[O:12])[CH2:10][CH2:9][CH2:8][CH2:7]1.Cl.[NH2:32][OH:33].[C:34](O)(=O)CC(CC(O)=O)(C(O)=O)O. The catalyst is C1COCC1. The product is [CH:6]1([C:11]([C:13]2[CH:18]=[C:17]([CH3:19])[CH:16]=[CH:15][C:14]=2[NH:20][C:21](=[O:22])[NH:23][C:24]2[S:25][C:26]([CH:29]=[N:32][O:33][CH2:34][C:1]([OH:4])=[O:2])=[CH:27][N:28]=2)=[O:12])[CH2:10][CH2:9][CH2:8][CH2:7]1. The yield is 0.760. (4) The reactants are [NH2:1][C:2]1[CH:7]=[C:6]([Cl:8])[C:5]([OH:9])=[C:4]([Cl:10])[CH:3]=1.Cl[C:12]1[S:13][C:14]2[CH:20]=[C:19]([Cl:21])[CH:18]=[CH:17][C:15]=2[N:16]=1.C([O-])([O-])=O.[K+].[K+].Cl. The catalyst is CS(C)=O.O. The product is [Cl:8][C:6]1[CH:7]=[C:2]([NH2:1])[CH:3]=[C:4]([Cl:10])[C:5]=1[O:9][C:12]1[S:13][C:14]2[CH:20]=[C:19]([Cl:21])[CH:18]=[CH:17][C:15]=2[N:16]=1. The yield is 0.490. (5) The reactants are [CH:1]1([CH:7]([C:19]2[CH:23]=[C:22]([CH:24]3[CH2:29][CH2:28][CH2:27][CH2:26][CH2:25]3)[S:21][C:20]=2[CH2:30][CH3:31])[O:8][C:9]2[CH:18]=[CH:17][C:12]([C:13]([O:15]C)=[O:14])=[CH:11][CH:10]=2)[CH2:6][CH2:5][CH2:4][CH2:3][CH2:2]1.O1CCCC1.[OH-].[Na+]. The catalyst is C(O)C. The product is [CH:1]1([CH:7]([C:19]2[CH:23]=[C:22]([CH:24]3[CH2:29][CH2:28][CH2:27][CH2:26][CH2:25]3)[S:21][C:20]=2[CH2:30][CH3:31])[O:8][C:9]2[CH:10]=[CH:11][C:12]([C:13]([OH:15])=[O:14])=[CH:17][CH:18]=2)[CH2:2][CH2:3][CH2:4][CH2:5][CH2:6]1. The yield is 0.360. (6) The reactants are [F:1][C:2]1[CH:17]=[C:16]([F:18])[CH:15]=[CH:14][C:3]=1[CH2:4][C@H:5]([CH2:12][CH3:13])[CH2:6]OS(C)(=O)=O.[I-:19].[Na+]. The catalyst is CC(C)=O. The product is [F:1][C:2]1[CH:17]=[C:16]([F:18])[CH:15]=[CH:14][C:3]=1[CH2:4][C@@H:5]([CH2:6][I:19])[CH2:12][CH3:13]. The yield is 0.910. (7) The product is [CH2:12]([N:19]1[CH2:24][CH2:23][N:22]([C:6]2[N:7]=[CH:2][C:3]3[S:10][C:9]([I:11])=[CH:8][C:4]=3[N:5]=2)[CH2:21][CH2:20]1)[C:13]1[CH:14]=[CH:15][CH:16]=[CH:17][CH:18]=1. The reactants are Cl[C:2]1[C:3]2[S:10][C:9]([I:11])=[CH:8][C:4]=2[N:5]=[CH:6][N:7]=1.[CH2:12]([N:19]1[CH2:24][CH2:23][NH:22][CH2:21][CH2:20]1)[C:13]1[CH:18]=[CH:17][CH:16]=[CH:15][CH:14]=1. The catalyst is ClCCCl. The yield is 0.880. (8) The reactants are Cl[C:2]1[CH:7]=[C:6]2[CH2:8][O:9][C:10]3[CH:34]=[C:33]4[C:13]([CH:14]=[CH:15][C:16]5[N:20]=[C:19]([CH:21]6[CH2:25][CH2:24][CH2:23][N:22]6[C:26]([O:28][C:29]([CH3:32])([CH3:31])[CH3:30])=[O:27])[NH:18][C:17]=54)=[CH:12][C:11]=3[C:5]2=[CH:4][CH:3]=1.[B:35]1([B:35]2[O:39][C:38]([CH3:41])([CH3:40])[C:37]([CH3:43])([CH3:42])[O:36]2)[O:39][C:38]([CH3:41])([CH3:40])[C:37]([CH3:43])([CH3:42])[O:36]1.C([O-])(=O)C.[K+]. The catalyst is O1CCOCC1.C(OCC)(=O)C.C1(P(C2CCCCC2)C2C=CC=CC=2C2C(C(C)C)=CC(C(C)C)=CC=2C(C)C)CCCCC1. The product is [CH3:42][C:37]1([CH3:43])[C:38]([CH3:41])([CH3:40])[O:39][B:35]([C:2]2[CH:7]=[C:6]3[CH2:8][O:9][C:10]4[CH:34]=[C:33]5[C:13]([CH:14]=[CH:15][C:16]6[N:20]=[C:19]([CH:21]7[CH2:25][CH2:24][CH2:23][N:22]7[C:26]([O:28][C:29]([CH3:32])([CH3:31])[CH3:30])=[O:27])[NH:18][C:17]=65)=[CH:12][C:11]=4[C:5]3=[CH:4][CH:3]=2)[O:36]1. The yield is 0.940. (9) The reactants are B(Br)(Br)Br.[Br:5][C:6]1[CH:7]=[C:8]([C:14]2[CH:19]=[CH:18][C:17]([CH2:20][N:21]([CH3:37])[C:22]([C:24]3[C:28]4[CH:29]=[CH:30][CH:31]=[CH:32][C:27]=4[O:26][C:25]=3[CH2:33][CH2:34][CH2:35][CH3:36])=[O:23])=[CH:16][CH:15]=2)[CH:9]=[CH:10][C:11]=1[O:12]C.C(=O)=O.CC(C)=O.O. The catalyst is C(Cl)Cl. The product is [Br:5][C:6]1[CH:7]=[C:8]([C:14]2[CH:15]=[CH:16][C:17]([CH2:20][N:21]([CH3:37])[C:22]([C:24]3[C:28]4[CH:29]=[CH:30][CH:31]=[CH:32][C:27]=4[O:26][C:25]=3[CH2:33][CH2:34][CH2:35][CH3:36])=[O:23])=[CH:18][CH:19]=2)[CH:9]=[CH:10][C:11]=1[OH:12]. The yield is 1.00. (10) The reactants are C([O:4][CH2:5][C:6]1[CH:11]=[CH:10][C:9]([C:12]2[O:13][C:14]([C:17]3[C:22]([NH2:23])=[N:21][CH:20]=[C:19]([C:24]4[CH:29]=[CH:28][C:27]([C:30](=[O:34])[N:31]([CH3:33])[CH3:32])=[CH:26][CH:25]=4)[N:18]=3)=[N:15][N:16]=2)=[CH:8][CH:7]=1)(=O)C.[OH-].[Na+].Cl. The catalyst is CO. The product is [NH2:23][C:22]1[N:21]=[CH:20][C:19]([C:24]2[CH:29]=[CH:28][C:27]([C:30]([N:31]([CH3:33])[CH3:32])=[O:34])=[CH:26][CH:25]=2)=[N:18][C:17]=1[C:14]1[O:13][C:12]([C:9]2[CH:8]=[CH:7][C:6]([CH2:5][OH:4])=[CH:11][CH:10]=2)=[N:16][N:15]=1. The yield is 0.700.